This data is from Full USPTO retrosynthesis dataset with 1.9M reactions from patents (1976-2016). The task is: Predict the reactants needed to synthesize the given product. (1) The reactants are: [H-].[H-].[H-].[H-].[Li+].[Al+3].[CH2:7]([O:14][C:15]1[CH:25]=[CH:24][C:18]([CH:19]=[CH:20][N+:21]([O-])=O)=[CH:17][C:16]=1[O:26][CH3:27])[C:8]1[CH:13]=[CH:12][CH:11]=[CH:10][CH:9]=1.O.[OH-].[Na+]. Given the product [CH2:7]([O:14][C:15]1[CH:25]=[CH:24][C:18]([CH2:19][CH2:20][NH2:21])=[CH:17][C:16]=1[O:26][CH3:27])[C:8]1[CH:13]=[CH:12][CH:11]=[CH:10][CH:9]=1, predict the reactants needed to synthesize it. (2) Given the product [Si:75]([O:74][CH2:73][CH2:72][N:71]([CH2:64][CH:65]1[CH2:70][CH2:69]1)[C:28]([C:10]1[C:9]([O:8][CH2:1][C:2]2[CH:3]=[CH:4][CH:5]=[CH:6][CH:7]=2)=[C:14]([OH:15])[N:13]=[C:12]([CH2:16][C:17]2([C:22]3[CH:27]=[CH:26][CH:25]=[CH:24][N:23]=3)[CH2:18][CH2:19][CH2:20][CH2:21]2)[N:11]=1)=[O:29])([C:78]([CH3:79])([CH3:80])[CH3:81])([CH3:76])[CH3:77], predict the reactants needed to synthesize it. The reactants are: [CH2:1]([O:8][C:9]1[C:10]([C:28](O)=[O:29])=[N:11][C:12]([CH2:16][C:17]2([C:22]3[CH:27]=[CH:26][CH:25]=[CH:24][N:23]=3)[CH2:21][CH2:20][CH2:19][CH2:18]2)=[N:13][C:14]=1[OH:15])[C:2]1[CH:7]=[CH:6][CH:5]=[CH:4][CH:3]=1.C(N(CC)C(C)C)(C)C.CN(C(ON1N=NC2C=CC=NC1=2)=[N+](C)C)C.F[P-](F)(F)(F)(F)F.[CH2:64]([NH:71][CH2:72][CH2:73][O:74][Si:75]([C:78]([CH3:81])([CH3:80])[CH3:79])([CH3:77])[CH3:76])[C:65]1[CH:70]=[CH:69]C=CC=1. (3) Given the product [CH2:1]([O:8][C:9]1[CH:14]=[CH:13][N:12]([CH2:25][C:23]([Br:22])=[CH2:24])[C:11](=[O:15])[CH:10]=1)[C:2]1[CH:3]=[CH:4][CH:5]=[CH:6][CH:7]=1, predict the reactants needed to synthesize it. The reactants are: [CH2:1]([O:8][C:9]1[CH:14]=[CH:13][NH:12][C:11](=[O:15])[CH:10]=1)[C:2]1[CH:7]=[CH:6][CH:5]=[CH:4][CH:3]=1.C(=O)([O-])[O-].[Cs+].[Cs+].[Br:22][C:23]([CH2:25]Br)=[CH2:24]. (4) Given the product [CH:4]([C@@H:6]1[CH2:10][CH2:9][CH2:8][C@H:7]1[C:11]1[CH:12]=[C:13]2[C:17](=[CH:18][CH:19]=1)[N:16]([CH3:20])[CH:15]=[C:14]2[C:21]#[N:22])=[O:5], predict the reactants needed to synthesize it. The reactants are: CON(C)[C:4]([C@@H:6]1[CH2:10][CH2:9][CH2:8][C@H:7]1[C:11]1[CH:12]=[C:13]2[C:17](=[CH:18][CH:19]=1)[N:16]([CH3:20])[CH:15]=[C:14]2[C:21]#[N:22])=[O:5].[H-].[Na+].IC.[H-].[Al+3].[Li+].[H-].[H-].[H-]. (5) Given the product [ClH:22].[NH2:8][C@@H:9]1[CH2:11][C@H:10]1[C:12]1[CH:21]=[CH:20][C:15]([C:16]([O:18][CH3:19])=[O:17])=[CH:14][CH:13]=1, predict the reactants needed to synthesize it. The reactants are: C(OC([NH:8][C@@H:9]1[CH2:11][C@H:10]1[C:12]1[CH:21]=[CH:20][C:15]([C:16]([O:18][CH3:19])=[O:17])=[CH:14][CH:13]=1)=O)(C)(C)C.[ClH:22].C(OCC)(=O)C. (6) Given the product [CH2:1]([N:8]1[CH:16]=[C:15]2[C:10]([CH:11]=[C:12]([C:17]3[CH:18]=[C:19]([C:27]4[CH2:28][CH2:29][N:30]([C:36](=[O:37])[CH2:35][N:34]([CH3:39])[CH3:33])[CH2:31][CH:32]=4)[N:20]4[C:25]=3[C:24]([NH2:26])=[N:23][CH:22]=[N:21]4)[CH:13]=[CH:14]2)=[N:9]1)[C:2]1[CH:3]=[CH:4][CH:5]=[CH:6][CH:7]=1, predict the reactants needed to synthesize it. The reactants are: [CH2:1]([N:8]1[CH:16]=[C:15]2[C:10]([CH:11]=[C:12]([C:17]3[CH:18]=[C:19]([C:27]4[CH2:28][CH2:29][NH:30][CH2:31][CH:32]=4)[N:20]4[C:25]=3[C:24]([NH2:26])=[N:23][CH:22]=[N:21]4)[CH:13]=[CH:14]2)=[N:9]1)[C:2]1[CH:7]=[CH:6][CH:5]=[CH:4][CH:3]=1.[CH3:33][N:34]([CH3:39])[CH2:35][C:36](O)=[O:37].CCN=C=NCCCN(C)C.Cl.C1C=CC2N(O)N=NC=2C=1.C(N(CC)C(C)C)(C)C. (7) Given the product [CH2:16]([O:15][C:9]1[CH:10]=[C:11]([C:11]2[CH:12]=[CH:13][C:8]([O:7][CH2:1][CH2:2][CH2:3][CH2:4][CH2:5][CH3:6])=[C:9]([O:15][CH2:16][CH2:17][CH2:18][CH2:19][CH2:20][CH3:21])[CH:10]=2)[CH:12]=[CH:13][C:8]=1[O:7][CH2:1][CH2:2][CH2:3][CH2:4][CH2:5][CH3:6])[CH2:17][CH2:18][CH2:19][CH2:20][CH3:21], predict the reactants needed to synthesize it. The reactants are: [CH2:1]([O:7][C:8]1[CH:13]=[CH:12][C:11](I)=[CH:10][C:9]=1[O:15][CH2:16][CH2:17][CH2:18][CH2:19][CH2:20][CH3:21])[CH2:2][CH2:3][CH2:4][CH2:5][CH3:6]. (8) Given the product [CH3:30][C:20]1[CH:25]=[CH:24][C:23]([S:26]([O:19][CH2:18][CH:15]2[CH2:14][C:13]3[CH:12]=[CH:11][CH:10]=[C:9]([C:3]4[C:4]([Cl:8])=[CH:5][CH:6]=[CH:7][C:2]=4[Cl:1])[C:17]=3[O:16]2)(=[O:28])=[O:27])=[CH:22][CH:21]=1, predict the reactants needed to synthesize it. The reactants are: [Cl:1][C:2]1[CH:7]=[CH:6][CH:5]=[C:4]([Cl:8])[C:3]=1[C:9]1[C:17]2[O:16][CH:15]([CH2:18][OH:19])[CH2:14][C:13]=2[CH:12]=[CH:11][CH:10]=1.[C:20]1([CH3:30])[CH:25]=[CH:24][C:23]([S:26](Cl)(=[O:28])=[O:27])=[CH:22][CH:21]=1. (9) The reactants are: [CH2:1]([C:7]1[NH:8][C:9]2[C:14]([CH:15]=1)=[CH:13][CH:12]=[CH:11][CH:10]=2)[CH2:2][CH2:3][CH2:4][CH2:5][CH3:6].[OH-].[K+].[CH3:18][CH:19]1[CH2:24][C:23](=[O:25])[O:22][C:21](=[O:26])[CH2:20]1.[Cl-].[NH4+]. Given the product [CH2:1]([C:7]1[N:8]([C:23](=[O:25])[CH2:24][CH:19]([CH3:18])[CH2:20][C:21]([OH:26])=[O:22])[C:9]2[C:14]([CH:15]=1)=[CH:13][CH:12]=[CH:11][CH:10]=2)[CH2:2][CH2:3][CH2:4][CH2:5][CH3:6], predict the reactants needed to synthesize it. (10) Given the product [C:12]1([CH3:15])[CH:13]=[CH:14][CH:9]=[CH:10][C:11]=1[NH:69][C:29]1[CH:30]=[CH:25][CH:26]=[CH:27][C:28]=1[CH3:31], predict the reactants needed to synthesize it. The reactants are: O([C:9]1[CH:14]=[CH:13][C:12]([CH3:15])=[CH:11][CH:10]=1)S(C(F)(F)F)(=O)=O.[O-]S(C(F)(F)F)(=O)=O.N[C:25]1[CH:30]=[CH:29][C:28]([CH3:31])=[CH:27][CH:26]=1.P([O-])([O-])([O-])=O.[K+].[K+].[K+].C1(C(C2C=CC=CC=2)=C(P(C2CCCCC2)C2CCCCC2)C)C=CC=CC=1.[Cl-].[NH4+:69].